The task is: Predict the product of the given reaction.. This data is from Forward reaction prediction with 1.9M reactions from USPTO patents (1976-2016). Given the reactants [Cl:1][C:2]1[CH:3]=[C:4]([CH:7]=[C:8]([O:10][C:11]2[C:12]([OH:18])=[N:13][CH:14]=[CH:15][C:16]=2[Cl:17])[CH:9]=1)[C:5]#[N:6].Br[CH2:20][C:21]1[C:29]2[C:24](=[N:25][CH:26]=[CH:27][CH:28]=2)[N:23](C(OC(C)(C)C)=O)[N:22]=1.C(=O)([O-])[O-].[K+].[K+], predict the reaction product. The product is: [Cl:1][C:2]1[CH:3]=[C:4]([CH:7]=[C:8]([O:10][C:11]2[C:12](=[O:18])[N:13]([CH2:20][C:21]3[C:29]4[C:24](=[N:25][CH:26]=[CH:27][CH:28]=4)[NH:23][N:22]=3)[CH:14]=[CH:15][C:16]=2[Cl:17])[CH:9]=1)[C:5]#[N:6].